Dataset: NCI-60 drug combinations with 297,098 pairs across 59 cell lines. Task: Regression. Given two drug SMILES strings and cell line genomic features, predict the synergy score measuring deviation from expected non-interaction effect. (1) Drug 1: CC1=CC2C(CCC3(C2CCC3(C(=O)C)OC(=O)C)C)C4(C1=CC(=O)CC4)C. Drug 2: C1CN(P(=O)(OC1)NCCCl)CCCl. Cell line: MOLT-4. Synergy scores: CSS=11.3, Synergy_ZIP=-0.520, Synergy_Bliss=2.28, Synergy_Loewe=2.63, Synergy_HSA=3.76. (2) Drug 1: C1=CC(=CC=C1C#N)C(C2=CC=C(C=C2)C#N)N3C=NC=N3. Drug 2: CN(CCCl)CCCl.Cl. Cell line: UACC-257. Synergy scores: CSS=10.5, Synergy_ZIP=-3.22, Synergy_Bliss=-2.31, Synergy_Loewe=-0.604, Synergy_HSA=-0.352.